From a dataset of Full USPTO retrosynthesis dataset with 1.9M reactions from patents (1976-2016). Predict the reactants needed to synthesize the given product. Given the product [NH2:1][C:2]1[CH:3]=[C:4]([OH:11])[C:5](=[CH:9][CH:10]=1)[C:6]([O:8][CH2:12][CH3:13])=[O:7], predict the reactants needed to synthesize it. The reactants are: [NH2:1][C:2]1[CH:3]=[C:4]([OH:11])[C:5](=[CH:9][CH:10]=1)[C:6]([OH:8])=[O:7].[CH2:12](O)[CH3:13].